Dataset: Reaction yield outcomes from USPTO patents with 853,638 reactions. Task: Predict the reaction yield, written as a fraction of the theoretical maximum amount of product (1.0 means a 100% yield; for example, 0.34 means a 34% yield). The reactants are [OH:1][C:2]1[CH:7]=[CH:6][C:5]([C:8]2[CH:13]=[CH:12][CH:11]=[C:10]([C:14](=[O:16])[CH3:15])[CH:9]=2)=[CH:4][C:3]=1I.C1(P(C2CCCCC2)C2CCCCC2)C(C2C=CC=CC=2)=CC=CC=1.C(NC(C)C)(C)C.[CH2:50]([N:54]1[CH2:58][CH2:57][CH2:56][C@H:55]1[CH3:59])[CH2:51][C:52]#[CH:53]. The catalyst is C([O-])(=O)C.[Pd+2].C([O-])(=O)C.[Cu]I.CN(C)C=O.CC#N. The product is [CH3:59][C@@H:55]1[CH2:56][CH2:57][CH2:58][N:54]1[CH2:50][CH2:51][C:52]1[O:1][C:2]2[CH:7]=[CH:6][C:5]([C:8]3[CH:9]=[C:10]([C:14](=[O:16])[CH3:15])[CH:11]=[CH:12][CH:13]=3)=[CH:4][C:3]=2[CH:53]=1. The yield is 0.300.